From a dataset of Reaction yield outcomes from USPTO patents with 853,638 reactions. Predict the reaction yield, written as a fraction of the theoretical maximum amount of product (1.0 means a 100% yield; for example, 0.34 means a 34% yield). (1) The reactants are [CH:1]1([CH2:4][C:5]([OH:7])=O)[CH2:3][CH2:2]1.S(Cl)(Cl)=O.[I:12][C:13]1[CH:14]=[CH:15][C:16]2[N:17]([CH:19]=[C:20]([NH2:22])[N:21]=2)[N:18]=1.C(=O)([O-])O.[Na+]. The catalyst is O1CCCC1.CN(C)C=O.CN(C)C(=O)C. The product is [CH:1]1([CH2:4][C:5]([NH:22][C:20]2[N:21]=[C:16]3[CH:15]=[CH:14][C:13]([I:12])=[N:18][N:17]3[CH:19]=2)=[O:7])[CH2:2][CH2:3]1. The yield is 0.720. (2) The reactants are [C:1](Cl)(=O)[CH2:2][CH2:3][CH2:4][CH2:5][CH2:6][CH2:7][CH2:8]/[CH:9]=[CH:10]\[CH2:11]/[CH:12]=[CH:13]\[CH2:14][CH2:15][CH2:16][CH2:17]C.C[C:22]1(C)[O:29][C:27](=[O:28])[CH2:26][C:24](=[O:25])O1.N1C=CC=CC=1. The catalyst is C(Cl)Cl. The product is [O:25]=[C:24]([CH2:1][CH2:2][CH2:3][CH2:4][CH2:5][CH2:6][CH2:7]/[CH:8]=[CH:9]\[CH2:10]/[CH:11]=[CH:12]\[CH2:13][CH2:14][CH2:15][CH2:16][CH3:17])[CH2:26][C:27]([O:29][CH3:22])=[O:28]. The yield is 0.870. (3) The reactants are [CH3:1][C:2]([CH3:8])([CH3:7])[CH2:3][C:4](Cl)=[O:5].C(N(CC)CC)C.[Br:16][C:17]1[CH:22]=[C:21]([CH3:23])[C:20]([NH2:24])=[C:19]([Cl:25])[CH:18]=1.O. The catalyst is C(#N)C. The product is [Br:16][C:17]1[CH:22]=[C:21]([CH3:23])[C:20]([NH:24][C:4](=[O:5])[CH2:3][C:2]([CH3:8])([CH3:7])[CH3:1])=[C:19]([Cl:25])[CH:18]=1. The yield is 1.00. (4) The reactants are [NH:1]1[CH2:5][CH2:4][CH:3]([CH2:6][NH:7][C:8]([C:10]2[S:14][C:13]([C:15]3[CH:20]=[CH:19][C:18]([Cl:21])=[CH:17][CH:16]=3)=[N:12][C:11]=2[CH3:22])=[O:9])[CH2:2]1.[CH3:23][O:24][C:25]([C:27]1[CH:28]=[C:29](OB(O)O)[CH:30]=[CH:31][CH:32]=1)=[O:26]. No catalyst specified. The product is [Cl:21][C:18]1[CH:17]=[CH:16][C:15]([C:13]2[S:14][C:10]([C:8]([NH:7][CH2:6][CH:3]3[CH2:4][CH2:5][N:1]([C:31]4[CH:32]=[C:27]([CH:28]=[CH:29][CH:30]=4)[C:25]([O:24][CH3:23])=[O:26])[CH2:2]3)=[O:9])=[C:11]([CH3:22])[N:12]=2)=[CH:20][CH:19]=1. The yield is 0.310. (5) The reactants are [CH:1]1([CH2:4][NH:5][C:6](=[O:30])[O:7][CH2:8][CH2:9][CH2:10][C:11]2[CH:16]=[CH:15][C:14]([OH:17])=[CH:13][C:12]=2[O:18][C:19]2[C:24]([Cl:25])=[CH:23][C:22]([C:26]([F:29])([F:28])[F:27])=[CH:21][N:20]=2)[CH2:3][CH2:2]1.C(=O)([O-])[O-].[K+].[K+].Br[CH2:38][C:39]([O:41][CH2:42][CH3:43])=[O:40].Cl. The catalyst is CN(C)C=O. The yield is 0.840. The product is [Cl:25][C:24]1[C:19]([O:18][C:12]2[CH:13]=[C:14]([CH:15]=[CH:16][C:11]=2[CH2:10][CH2:9][CH2:8][O:7][C:6]([NH:5][CH2:4][CH:1]2[CH2:3][CH2:2]2)=[O:30])[O:17][CH2:38][C:39]([O:41][CH2:42][CH3:43])=[O:40])=[N:20][CH:21]=[C:22]([C:26]([F:29])([F:27])[F:28])[CH:23]=1. (6) The reactants are Cl[CH2:2][C:3]1[CH:8]=[CH:7][CH:6]=[C:5]([F:9])[CH:4]=1.[Cl:10][C:11]1[CH:16]=[C:15]([NH:17][C:18]2[C:27]3[C:22](=[CH:23][CH:24]=[CH:25][C:26]=3[O:28][CH2:29][C@@H:30]3[CH2:34][CH2:33][CH2:32][N:31]3[C:35](=[O:40])[CH2:36][N:37]([CH3:39])[CH3:38])[N:21]=[CH:20][N:19]=2)[CH:14]=[CH:13][C:12]=1[OH:41]. No catalyst specified. The product is [Cl:10][C:11]1[CH:16]=[C:15]([NH:17][C:18]2[C:27]3[C:22](=[CH:23][CH:24]=[CH:25][C:26]=3[O:28][CH2:29][C@@H:30]3[CH2:34][CH2:33][CH2:32][N:31]3[C:35](=[O:40])[CH2:36][N:37]([CH3:38])[CH3:39])[N:21]=[CH:20][N:19]=2)[CH:14]=[CH:13][C:12]=1[O:41][CH2:2][C:3]1[CH:8]=[CH:7][CH:6]=[C:5]([F:9])[CH:4]=1. The yield is 0.140. (7) The product is [Cl:1][C:2]1[CH:7]=[C:6]([Cl:8])[CH:5]=[CH:4][C:3]=1[CH:9]1[S:15][CH2:14][CH2:13][NH:12][C:11]2[N:16]([CH3:31])[N:17]=[C:18]([C@@H:19]3[CH2:23][CH2:22][CH2:21][NH:20]3)[C:10]1=2. The reactants are [Cl:1][C:2]1[CH:7]=[C:6]([Cl:8])[CH:5]=[CH:4][C:3]=1[CH:9]1[S:15][CH2:14][CH2:13][NH:12][C:11]2[N:16]([CH3:31])[N:17]=[C:18]([C@@H:19]3[CH2:23][CH2:22][CH2:21][N:20]3C(OC(C)(C)C)=O)[C:10]1=2.FC(F)(F)C(O)=O.C(=O)(O)[O-].[Na+]. The catalyst is C(Cl)Cl. The yield is 0.320. (8) The reactants are Br[C:2]1[CH:10]=[CH:9][CH:8]=[C:7]2[C:3]=1[CH:4]=[CH:5][NH:6]2.[CH3:11][O:12][C:13]1[CH:18]=[CH:17][C:16](B(O)O)=[CH:15][CH:14]=1.[OH-].[Na+]. The catalyst is C1COCC1.[Pd].C(OCC)(=O)C. The product is [CH3:11][O:12][C:13]1[CH:18]=[CH:17][C:16]([C:2]2[CH:10]=[CH:9][CH:8]=[C:7]3[C:3]=2[CH:4]=[CH:5][NH:6]3)=[CH:15][CH:14]=1. The yield is 0.830.